Dataset: Catalyst prediction with 721,799 reactions and 888 catalyst types from USPTO. Task: Predict which catalyst facilitates the given reaction. (1) Reactant: [Cl:1][C:2]1[CH:3]=[C:4]([NH:9][C:10]2[N:15]=[C:14]([NH:16][CH2:17][CH2:18][CH2:19][O:20][CH3:21])[C:13]([C:22](=[S:24])[NH2:23])=[CH:12][N:11]=2)[CH:5]=[CH:6][C:7]=1[F:8].Br[CH2:26][C:27]([C:29]1[S:30][CH:31]=[CH:32][N:33]=1)=O. Product: [S:30]1[CH:31]=[CH:32][N:33]=[C:29]1[C:27]1[N:23]=[C:22]([C:13]2[C:14]([NH:16][CH2:17][CH2:18][CH2:19][O:20][CH3:21])=[N:15][C:10]([NH:9][C:4]3[CH:5]=[CH:6][C:7]([F:8])=[C:2]([Cl:1])[CH:3]=3)=[N:11][CH:12]=2)[S:24][CH:26]=1. The catalyst class is: 3. (2) Reactant: [N:1]1[CH:6]=[CH:5][CH:4]=[CH:3][C:2]=1[C:7]1[N:11]=[C:10]([CH2:12][CH2:13][C:14]([OH:16])=O)[O:9][N:8]=1.[Cl:17][C:18]1[CH:31]=[CH:30][C:21]([CH2:22][N:23]2[CH2:28][CH2:27][CH:26]([NH2:29])[CH2:25][CH2:24]2)=[CH:20][C:19]=1[F:32].C(=O)([O-])O.[Na+]. Product: [Cl:17][C:18]1[CH:31]=[CH:30][C:21]([CH2:22][N:23]2[CH2:28][CH2:27][CH:26]([NH:29][C:14](=[O:16])[CH2:13][CH2:12][C:10]3[O:9][N:8]=[C:7]([C:2]4[CH:3]=[CH:4][CH:5]=[CH:6][N:1]=4)[N:11]=3)[CH2:25][CH2:24]2)=[CH:20][C:19]=1[F:32]. The catalyst class is: 4.